This data is from NCI-60 drug combinations with 297,098 pairs across 59 cell lines. The task is: Regression. Given two drug SMILES strings and cell line genomic features, predict the synergy score measuring deviation from expected non-interaction effect. (1) Drug 1: C1CCN(CC1)CCOC2=CC=C(C=C2)C(=O)C3=C(SC4=C3C=CC(=C4)O)C5=CC=C(C=C5)O. Drug 2: CC(C)NC(=O)C1=CC=C(C=C1)CNNC.Cl. Cell line: HCC-2998. Synergy scores: CSS=-3.69, Synergy_ZIP=0.969, Synergy_Bliss=-1.50, Synergy_Loewe=-5.82, Synergy_HSA=-5.47. (2) Drug 1: C1C(C(OC1N2C=NC3=C(N=C(N=C32)Cl)N)CO)O. Drug 2: COCCOC1=C(C=C2C(=C1)C(=NC=N2)NC3=CC=CC(=C3)C#C)OCCOC.Cl. Synergy scores: CSS=59.5, Synergy_ZIP=-0.146, Synergy_Bliss=-0.269, Synergy_Loewe=-26.7, Synergy_HSA=0.549. Cell line: UACC62. (3) Drug 1: CN1C(=O)N2C=NC(=C2N=N1)C(=O)N. Drug 2: COC1=C2C(=CC3=C1OC=C3)C=CC(=O)O2. Cell line: HOP-92. Synergy scores: CSS=1.97, Synergy_ZIP=6.26, Synergy_Bliss=11.5, Synergy_Loewe=3.33, Synergy_HSA=3.56.